Dataset: Forward reaction prediction with 1.9M reactions from USPTO patents (1976-2016). Task: Predict the product of the given reaction. (1) Given the reactants [Cl:1][C:2]1[S:6][C:5]([C:7]([NH:9][CH2:10][C@@H:11]2[O:15][C:14](=[O:16])[N:13]([C:17]3[CH:22]=[CH:21][C:20]([N:23]4[CH2:28][CH2:27][O:26][CH2:25][C:24]4=[O:29])=[CH:19][CH:18]=3)[CH2:12]2)=[O:8])=[CH:4][CH:3]=1.CN(C=O)C.[H-].[Na+].[Cl:37][CH2:38][C:39](Cl)=[O:40], predict the reaction product. The product is: [Cl:1][C:2]1[S:6][C:5]([C:7]([N:9]([C:39](=[O:40])[CH2:38][Cl:37])[CH2:10][C@@H:11]2[O:15][C:14](=[O:16])[N:13]([C:17]3[CH:18]=[CH:19][C:20]([N:23]4[CH2:28][CH2:27][O:26][CH2:25][C:24]4=[O:29])=[CH:21][CH:22]=3)[CH2:12]2)=[O:8])=[CH:4][CH:3]=1. (2) Given the reactants [O:1]=[C:2]1[N:7]2[N:8]=[C:9]([NH:17][C:18](=[O:21])[CH2:19][CH3:20])[C:10]([C:11]3[CH:16]=[CH:15][CH:14]=[CH:13][N:12]=3)=[C:6]2[NH:5][C:4]([C:22]2[CH:34]=[CH:33][C:25]3[N:26](C(=O)CC)[N:27]=[N:28][C:24]=3[CH:23]=2)=[CH:3]1.C(=O)([O-])[O-].[K+].[K+], predict the reaction product. The product is: [NH:28]1[C:24]2[CH:23]=[C:22]([C:4]3[NH:5][C:6]4[N:7]([N:8]=[C:9]([NH:17][C:18](=[O:21])[CH2:19][CH3:20])[C:10]=4[C:11]4[CH:16]=[CH:15][CH:14]=[CH:13][N:12]=4)[C:2](=[O:1])[CH:3]=3)[CH:34]=[CH:33][C:25]=2[N:26]=[N:27]1. (3) Given the reactants [CH2:1]([O:8][NH2:9])[C:2]1[CH:7]=[CH:6][CH:5]=[CH:4][CH:3]=1.[CH2:10]([N:17]1[CH2:22][CH2:21][CH:20]=[C:19]([CH2:23][CH2:24][C:25]([OH:27])=O)[C:18]1=[O:28])[C:11]1[CH:16]=[CH:15][CH:14]=[CH:13][CH:12]=1.[CH2:29](Cl)CCl, predict the reaction product. The product is: [CH2:1]([O:8][NH:9][C:25](=[O:27])[CH2:24][CH2:23][C:19]1[C:18](=[O:28])[N:17]([CH2:10][CH2:11][C:16]2[CH:15]=[CH:14][CH:13]=[CH:12][CH:29]=2)[CH2:22][CH2:21][CH:20]=1)[C:2]1[CH:7]=[CH:6][CH:5]=[CH:4][CH:3]=1. (4) Given the reactants [C:1]([O:5][C:6]([NH:8][C@H:9]1[C@H:14]([OH:15])[CH2:13][CH2:12][N:11]([C:16]([O:18][CH2:19][C:20]2[CH:25]=[CH:24][CH:23]=[CH:22][CH:21]=2)=[O:17])[CH2:10]1)=[O:7])([CH3:4])([CH3:3])[CH3:2].[CH3:26][C:27]([Si:30](Cl)([CH3:32])[CH3:31])([CH3:29])[CH3:28].N1C=CN=C1, predict the reaction product. The product is: [C:1]([O:5][C:6]([NH:8][C@H:9]1[C@H:14]([O:15][Si:30]([C:27]([CH3:29])([CH3:28])[CH3:26])([CH3:32])[CH3:31])[CH2:13][CH2:12][N:11]([C:16]([O:18][CH2:19][C:20]2[CH:25]=[CH:24][CH:23]=[CH:22][CH:21]=2)=[O:17])[CH2:10]1)=[O:7])([CH3:4])([CH3:2])[CH3:3]. (5) Given the reactants [NH2:1][C:2]1[CH:7]=[C:6]([C:8]([CH3:11])([CH3:10])[CH3:9])[CH:5]=[CH:4][C:3]=1[O:12][CH2:13][P:14]([O:19]CC)([O:16]CC)=[O:15].C[Si](Br)(C)C, predict the reaction product. The product is: [NH2:1][C:2]1[CH:7]=[C:6]([C:8]([CH3:9])([CH3:10])[CH3:11])[CH:5]=[CH:4][C:3]=1[O:12][CH2:13][P:14]([OH:19])([OH:16])=[O:15]. (6) Given the reactants [CH3:1][C:2]1[C:3]([C:16]([O:18][C:19](C)(C)C)=[O:17])=[N:4][CH:5]=[C:6]([O:8][C@H:9]([C:11]2[O:12][CH:13]=[CH:14][N:15]=2)[CH3:10])[N:7]=1.C(O)(C(F)(F)F)=O.IC.C(=O)([O-])[O-].[K+].[K+], predict the reaction product. The product is: [CH3:1][C:2]1[C:3]([C:16]([O:18][CH3:19])=[O:17])=[N:4][CH:5]=[C:6]([O:8][C@H:9]([C:11]2[O:12][CH:13]=[CH:14][N:15]=2)[CH3:10])[N:7]=1. (7) Given the reactants [CH3:1][N:2]1[CH2:7][CH2:6][N:5]([CH2:8][C:9]#[CH:10])[CH2:4][CH2:3]1.Br[C:12]1[CH:13]=[C:14]2[C:18](=[C:19]([CH3:21])[CH:20]=1)[C:17](=[O:22])[N:16]([CH2:23][C:24]1[CH:29]=[CH:28][C:27]([O:30][C:31]([F:34])([F:33])[F:32])=[CH:26][CH:25]=1)[CH2:15]2.C(Cl)(Cl)Cl.CO, predict the reaction product. The product is: [CH3:21][C:19]1[CH:20]=[C:12]([C:10]#[C:9][CH2:8][N:5]2[CH2:6][CH2:7][N:2]([CH3:1])[CH2:3][CH2:4]2)[CH:13]=[C:14]2[C:18]=1[C:17](=[O:22])[N:16]([CH2:23][C:24]1[CH:29]=[CH:28][C:27]([O:30][C:31]([F:34])([F:32])[F:33])=[CH:26][CH:25]=1)[CH2:15]2. (8) Given the reactants C([O:5][C:6](=[O:46])[CH2:7][N:8](C(OC(C)(C)C)=O)[C:9]1[CH:14]=[CH:13][CH:12]=[C:11]([CH:15]([CH2:26][C:27]2[N:28]=[N:29][C:30]([C:33]3[CH:38]=[CH:37][CH:36]=[CH:35][CH:34]=3)=[CH:31][CH:32]=2)[NH:16][S:17]([C:20]2[CH:21]=[N:22][CH:23]=[CH:24][CH:25]=2)(=[O:19])=[O:18])[N:10]=1)(C)(C)C.[ClH:47].O1CCOCC1, predict the reaction product. The product is: [ClH:47].[C:33]1([C:30]2[N:29]=[N:28][C:27]([CH2:26][CH:15]([NH:16][S:17]([C:20]3[CH:21]=[N:22][CH:23]=[CH:24][CH:25]=3)(=[O:19])=[O:18])[C:11]3[N:10]=[C:9]([NH:8][CH2:7][C:6]([OH:46])=[O:5])[CH:14]=[CH:13][CH:12]=3)=[CH:32][CH:31]=2)[CH:38]=[CH:37][CH:36]=[CH:35][CH:34]=1. (9) Given the reactants [C:1]([C:4]1[N:9]=[N:8][C:7]([NH:10][C@@H:11]2[CH2:16][CH2:15][O:14][CH2:13][C@@H:12]2[NH:17]C(=O)OC(C)(C)C)=[CH:6][C:5]=1[NH:25][C:26]1[CH:31]=[CH:30][C:29]([O:32][CH3:33])=[C:28]([CH2:34][CH2:35][CH3:36])[N:27]=1)(=[O:3])[NH2:2].FC(F)(F)C(O)=O, predict the reaction product. The product is: [NH2:17][C@@H:12]1[C@H:11]([NH:10][C:7]2[N:8]=[N:9][C:4]([C:1]([NH2:2])=[O:3])=[C:5]([NH:25][C:26]3[CH:31]=[CH:30][C:29]([O:32][CH3:33])=[C:28]([CH2:34][CH2:35][CH3:36])[N:27]=3)[CH:6]=2)[CH2:16][CH2:15][O:14][CH2:13]1.